Dataset: Forward reaction prediction with 1.9M reactions from USPTO patents (1976-2016). Task: Predict the product of the given reaction. (1) Given the reactants C(=O)(O)[O-].[Na+].Cl.[NH2:7][CH2:8][CH2:9][SH:10].[C:11]([O:15][C:16](=[O:25])[NH:17][C@H:18]([C:22](F)=[O:23])[CH:19]([CH3:21])[CH3:20])([CH3:14])([CH3:13])[CH3:12], predict the reaction product. The product is: [C:11]([O:15][C:16](=[O:25])[NH:17][C@H:18]([C:22](=[O:23])[NH:7][CH2:8][CH2:9][SH:10])[CH:19]([CH3:20])[CH3:21])([CH3:12])([CH3:14])[CH3:13]. (2) Given the reactants Br.[Cl:2][C:3]1[CH:8]=[C:7]([Cl:9])[CH:6]=[CH:5][C:4]=1[C:10]1([OH:37])[C:18]2[C:13](=[CH:14][C:15]([C:23](O)=[O:24])=[CH:16][C:17]=2[C:19]([F:22])([F:21])[F:20])[N:12]([CH2:26][C@H:27]2[CH2:30][C@H:29]([N:31]([CH2:34][CH3:35])[CH2:32][CH3:33])[CH2:28]2)[C:11]1=[O:36].[CH3:38][NH2:39], predict the reaction product. The product is: [ClH:2].[CH3:38][NH:39][C:23]([C:15]1[CH:14]=[C:13]2[C:18]([C:10]([C:4]3[CH:5]=[CH:6][C:7]([Cl:9])=[CH:8][C:3]=3[Cl:2])([OH:37])[C:11](=[O:36])[N:12]2[CH2:26][C@H:27]2[CH2:30][C@H:29]([N:31]([CH2:34][CH3:35])[CH2:32][CH3:33])[CH2:28]2)=[C:17]([C:19]([F:20])([F:22])[F:21])[CH:16]=1)=[O:24]. (3) Given the reactants [CH:1]1[C:14]2[C:5](=[CH:6][C:7]3[C:12]([C:13]=2[C:15]2[C:24]4[C:19](=[CH:20][CH:21]=[CH:22][CH:23]=4)[C:18]([OH:25])=[CH:17][CH:16]=2)=[CH:11][CH:10]=[CH:9][CH:8]=3)[CH:4]=[CH:3][CH:2]=1.N1C=CC=CC=1.[F:32][C:33]([F:46])([F:45])[S:34](O[S:34]([C:33]([F:46])([F:45])[F:32])(=[O:36])=[O:35])(=[O:36])=[O:35], predict the reaction product. The product is: [F:32][C:33]([F:46])([F:45])[S:34]([O:25][C:18]1[C:19]2[C:24](=[CH:23][CH:22]=[CH:21][CH:20]=2)[C:15]([C:13]2[C:14]3[C:5]([CH:6]=[C:7]4[C:12]=2[CH:11]=[CH:10][CH:9]=[CH:8]4)=[CH:4][CH:3]=[CH:2][CH:1]=3)=[CH:16][CH:17]=1)(=[O:36])=[O:35].